Dataset: Forward reaction prediction with 1.9M reactions from USPTO patents (1976-2016). Task: Predict the product of the given reaction. (1) Given the reactants [CH:1](/B(O)O)=[CH:2]/[CH3:3].[F:7][C:8]1[CH:13]=[CH:12][C:11]([N+:14]([O-:16])=[O:15])=[C:10](Br)[CH:9]=1.[F-].[Cs+], predict the reaction product. The product is: [F:7][C:8]1[CH:13]=[CH:12][C:11]([N+:14]([O-:16])=[O:15])=[C:10](/[CH:1]=[CH:2]\[CH3:3])[CH:9]=1. (2) Given the reactants Br[C:2]1[N:10]([CH3:11])[C:5]2=[N:6][CH:7]=[CH:8][CH:9]=[C:4]2[C:3]=1[C:12]1[CH:13]=[N:14][CH:15]=[CH:16][CH:17]=1.[B:18]1([B:18]2[O:22][C:21]([CH3:24])([CH3:23])[C:20]([CH3:26])([CH3:25])[O:19]2)[O:22][C:21]([CH3:24])([CH3:23])[C:20]([CH3:26])([CH3:25])[O:19]1.C([O-])(=O)C.[K+], predict the reaction product. The product is: [CH3:11][N:10]1[C:5]2=[N:6][CH:7]=[C:8]([B:18]3[O:22][C:21]([CH3:24])([CH3:23])[C:20]([CH3:26])([CH3:25])[O:19]3)[CH:9]=[C:4]2[C:3]([C:12]2[CH:13]=[N:14][CH:15]=[CH:16][CH:17]=2)=[CH:2]1. (3) Given the reactants [CH3:1][N:2]1[C:6]([NH2:7])=[C:5]([CH3:8])[C:4]([CH3:9])=[N:3]1.C=O.C[O-].[K+].[BH4-].[Na+].[C:17]([O-])(O)=O.[Na+], predict the reaction product. The product is: [CH3:17][NH:7][C:6]1[N:2]([CH3:1])[N:3]=[C:4]([CH3:9])[C:5]=1[CH3:8]. (4) Given the reactants [F:1][C:2]1[CH:7]=[CH:6][CH:5]=[C:4]([F:8])[C:3]=1[N:9]1[C:14]2[N:15]=[C:16](SC)[N:17]=[C:18]([C:19]3[CH:20]=[C:21]([CH:25]=[CH:26][C:27]=3[CH3:28])[C:22]([OH:24])=O)[C:13]=2[CH:12]=[CH:11][C:10]1=[O:31].[CH:32]1([CH2:35][NH2:36])[CH2:34][CH2:33]1.[NH:37]1[CH2:42][CH2:41][CH:40]([NH2:43])[CH2:39][CH2:38]1, predict the reaction product. The product is: [NH2:43][CH:40]1[CH2:41][CH2:42][N:37]([C:16]2[N:17]=[C:18]([C:19]3[CH:20]=[C:21]([CH:25]=[CH:26][C:27]=3[CH3:28])[C:22]([NH:36][CH2:35][CH:32]3[CH2:34][CH2:33]3)=[O:24])[C:13]3[CH:12]=[CH:11][C:10](=[O:31])[N:9]([C:3]4[C:2]([F:1])=[CH:7][CH:6]=[CH:5][C:4]=4[F:8])[C:14]=3[N:15]=2)[CH2:38][CH2:39]1. (5) Given the reactants [Br:1][C:2]1[C:11]2[C:6](=[CH:7][CH:8]=[CH:9][CH:10]=2)[CH:5]=[N:4][CH:3]=1.[N+:12]([O-])([O-])=O.[K+].CCCCCC.N, predict the reaction product. The product is: [Br:1][C:2]1[C:11]2[C:6](=[CH:7][CH:8]=[CH:9][C:10]=2[NH2:12])[CH:5]=[N:4][CH:3]=1.